Dataset: Peptide-MHC class II binding affinity with 134,281 pairs from IEDB. Task: Regression. Given a peptide amino acid sequence and an MHC pseudo amino acid sequence, predict their binding affinity value. This is MHC class II binding data. The peptide sequence is QELLDIANYLMEQIQ. The MHC is DRB1_0701 with pseudo-sequence DRB1_0701. The binding affinity (normalized) is 0.231.